This data is from Full USPTO retrosynthesis dataset with 1.9M reactions from patents (1976-2016). The task is: Predict the reactants needed to synthesize the given product. (1) The reactants are: [CH:1]1([CH2:4][NH:5][C:6]([C:8]2[N:9]=[N:10][C:11](Cl)=[CH:12][CH:13]=2)=[O:7])[CH2:3][CH2:2]1.[N:15]1([C:21]([C:23]2[CH:28]=[CH:27][CH:26]=[CH:25][C:24]=2[C:29]([F:32])([F:31])[F:30])=[O:22])[CH2:20][CH2:19][NH:18][CH2:17][CH2:16]1. Given the product [CH:1]1([CH2:4][NH:5][C:6]([C:8]2[N:9]=[N:10][C:11]([N:18]3[CH2:19][CH2:20][N:15]([C:21](=[O:22])[C:23]4[CH:28]=[CH:27][CH:26]=[CH:25][C:24]=4[C:29]([F:32])([F:30])[F:31])[CH2:16][CH2:17]3)=[CH:12][CH:13]=2)=[O:7])[CH2:3][CH2:2]1, predict the reactants needed to synthesize it. (2) Given the product [ClH:28].[ClH:28].[NH:1]1[C:9]2[C:4](=[CH:5][CH:6]=[CH:7][CH:8]=2)[C:3](/[CH:10]=[CH:11]/[C:12]2[CH:13]=[CH:14][C:15]([C:16]([N:60]3[CH2:59][CH2:58][N:57]([CH2:56][C:55](=[O:63])[NH:54][CH:51]([CH3:52])[CH3:53])[CH2:62][CH2:61]3)=[O:18])=[CH:19][CH:20]=2)=[N:2]1, predict the reactants needed to synthesize it. The reactants are: [NH:1]1[C:9]2[C:4](=[CH:5][CH:6]=[CH:7][CH:8]=2)[C:3](/[CH:10]=[CH:11]/[C:12]2[CH:20]=[CH:19][C:15]([C:16]([OH:18])=O)=[CH:14][CH:13]=2)=[N:2]1.CN1CCOCC1.[ClH:28].C(N=C=NCCCN(C)C)C.O.ON1C2C=CC=CC=2N=N1.[CH:51]([NH:54][C:55](=[O:63])[CH2:56][N:57]1[CH2:62][CH2:61][NH:60][CH2:59][CH2:58]1)([CH3:53])[CH3:52].